Dataset: Merck oncology drug combination screen with 23,052 pairs across 39 cell lines. Task: Regression. Given two drug SMILES strings and cell line genomic features, predict the synergy score measuring deviation from expected non-interaction effect. (1) Drug 2: CCc1cnn2c(NCc3ccc[n+]([O-])c3)cc(N3CCCCC3CCO)nc12. Synergy scores: synergy=-9.82. Drug 1: N.N.O=C(O)C1(C(=O)O)CCC1.[Pt]. Cell line: ZR751. (2) Drug 1: CN(Cc1cnc2nc(N)nc(N)c2n1)c1ccc(C(=O)NC(CCC(=O)O)C(=O)O)cc1. Drug 2: CCc1cnn2c(NCc3ccc[n+]([O-])c3)cc(N3CCCCC3CCO)nc12. Cell line: EFM192B. Synergy scores: synergy=-2.84. (3) Drug 1: CCC1=CC2CN(C1)Cc1c([nH]c3ccccc13)C(C(=O)OC)(c1cc3c(cc1OC)N(C)C1C(O)(C(=O)OC)C(OC(C)=O)C4(CC)C=CCN5CCC31C54)C2. Drug 2: Cn1nnc2c(C(N)=O)ncn2c1=O. Cell line: EFM192B. Synergy scores: synergy=-28.0. (4) Drug 1: CC(=O)OC1C(=O)C2(C)C(O)CC3OCC3(OC(C)=O)C2C(OC(=O)c2ccccc2)C2(O)CC(OC(=O)C(O)C(NC(=O)c3ccccc3)c3ccccc3)C(C)=C1C2(C)C. Drug 2: CS(=O)(=O)CCNCc1ccc(-c2ccc3ncnc(Nc4ccc(OCc5cccc(F)c5)c(Cl)c4)c3c2)o1. Cell line: HT144. Synergy scores: synergy=33.9. (5) Drug 1: NC1CCCCC1N.O=C(O)C(=O)O.[Pt+2]. Drug 2: CNC(=O)c1cc(Oc2ccc(NC(=O)Nc3ccc(Cl)c(C(F)(F)F)c3)cc2)ccn1. Cell line: A427. Synergy scores: synergy=5.25. (6) Drug 1: CC1(c2nc3c(C(N)=O)cccc3[nH]2)CCCN1. Drug 2: COC1CC2CCC(C)C(O)(O2)C(=O)C(=O)N2CCCCC2C(=O)OC(C(C)CC2CCC(OP(C)(C)=O)C(OC)C2)CC(=O)C(C)C=C(C)C(O)C(OC)C(=O)C(C)CC(C)C=CC=CC=C1C. Cell line: ZR751. Synergy scores: synergy=-1.65. (7) Drug 1: NC1(c2ccc(-c3nc4ccn5c(=O)[nH]nc5c4cc3-c3ccccc3)cc2)CCC1. Drug 2: NC1CCCCC1N.O=C(O)C(=O)O.[Pt+2]. Cell line: T47D. Synergy scores: synergy=5.42.